From a dataset of Reaction yield outcomes from USPTO patents with 853,638 reactions. Predict the reaction yield, written as a fraction of the theoretical maximum amount of product (1.0 means a 100% yield; for example, 0.34 means a 34% yield). (1) The reactants are [OH:1][C:2]1[CH:3]=[CH:4][C:5]2[C:9]([CH2:10][CH2:11][C:12]([O:14][CH2:15][CH3:16])=[O:13])=[CH:8][S:7][C:6]=2[CH:17]=1.[C:18]([O:22][C:23]([N:25]1[C:34]2[C:29](=[CH:30][CH:31]=[C:32]([CH2:35][CH2:36]O)[N:33]=2)[CH2:28][CH2:27][CH2:26]1)=[O:24])([CH3:21])([CH3:20])[CH3:19].C1(P(C2C=CC=CC=2)C2C=CC=CC=2)C=CC=CC=1.N(C(OC(C)C)=O)=NC(OC(C)C)=O. The catalyst is C1COCC1. The product is [C:18]([O:22][C:23]([N:25]1[C:34]2[C:29](=[CH:30][CH:31]=[C:32]([CH2:35][CH2:36][O:1][C:2]3[CH:3]=[CH:4][C:5]4[C:9]([CH2:10][CH2:11][C:12]([O:14][CH2:15][CH3:16])=[O:13])=[CH:8][S:7][C:6]=4[CH:17]=3)[N:33]=2)[CH2:28][CH2:27][CH2:26]1)=[O:24])([CH3:21])([CH3:20])[CH3:19]. The yield is 0.800. (2) The reactants are [C:1](#[N:5])[CH2:2][C:3]#[N:4].[H-].[Na+].[O:8]([C:15]1[CH:23]=[CH:22][C:18]([C:19](Cl)=[O:20])=[CH:17][CH:16]=1)[C:9]1[CH:14]=[CH:13][CH:12]=[CH:11][CH:10]=1.O. The catalyst is C1COCC1.[NH4+].[Cl-].CCOC(C)=O. The product is [OH:20][C:19]([C:18]1[CH:22]=[CH:23][C:15]([O:8][C:9]2[CH:10]=[CH:11][CH:12]=[CH:13][CH:14]=2)=[CH:16][CH:17]=1)=[C:2]([C:1]#[N:5])[C:3]#[N:4]. The yield is 0.980. (3) The reactants are [NH2:1][C:2]1[C:10]2[C:5](=[N:6][C:7]([O:13][CH2:14][C:15]([OH:17])=O)=[C:8]([Cl:12])[C:9]=2[CH3:11])[S:4][C:3]=1[C:18](=[O:23])[NH:19][CH:20]1[CH2:22][CH2:21]1.O.ON1C2C=CC=CC=2N=N1.[CH:35]([N:38](CC)[CH:39](C)C)(C)C.Cl.CN(C)CCCN=C=NCC.CNC. The catalyst is CN(C=O)C.C1COCC1. The product is [CH3:35][N:38]([CH3:39])[C:15](=[O:17])[CH2:14][O:13][C:7]1[N:6]=[C:5]2[S:4][C:3]([C:18](=[O:23])[NH:19][CH:20]3[CH2:21][CH2:22]3)=[C:2]([NH2:1])[C:10]2=[C:9]([CH3:11])[C:8]=1[Cl:12]. The yield is 0.190. (4) The reactants are Br[CH2:2][C:3]1[C:4]([C:9]([O:11][CH3:12])=[O:10])=[CH:5][CH:6]=[CH:7][CH:8]=1.[C:13](=[O:16])([O-])[O-].[K+].[K+].[CH2:19]([OH:21])[CH3:20]. The catalyst is C(OCC)(=O)C.O.[C].[Pd]. The product is [O:21]1[C:3]2[CH:4]=[CH:5][C:13]([O:16][CH2:2][C:3]3[CH:8]=[CH:7][CH:6]=[CH:5][C:4]=3[C:9]([O:11][CH3:12])=[O:10])=[CH:7][C:8]=2[CH:20]=[CH:19]1.[O:21]1[C:3]2[CH:4]=[CH:5][C:13]([O:16][CH2:2][C:3]3[CH:8]=[CH:7][CH:6]=[CH:5][C:4]=3[C:9]([O:11][CH3:12])=[O:10])=[CH:7][C:8]=2[CH2:20][CH2:19]1. The yield is 0.270. (5) The reactants are [NH:1]1[C:9]2[CH2:8][CH2:7][CH2:6][CH2:5][C:4]=2[CH:3]=[C:2]1[C:10]([O:12][CH2:13][CH3:14])=[O:11].[H-].[Na+].Br[CH2:18][C:19]#[N:20]. The catalyst is CN(C=O)C. The product is [C:19]([CH2:18][N:1]1[C:9]2[CH2:8][CH2:7][CH2:6][CH2:5][C:4]=2[CH:3]=[C:2]1[C:10]([O:12][CH2:13][CH3:14])=[O:11])#[N:20]. The yield is 0.550.